This data is from Full USPTO retrosynthesis dataset with 1.9M reactions from patents (1976-2016). The task is: Predict the reactants needed to synthesize the given product. (1) Given the product [C:18]([CH:20]([C:26]1[CH:31]=[CH:30][C:29]([O:14][CH2:13][C:10]2[CH:11]=[CH:12][C:7]([O:6][CH2:5]/[C:4](/[CH:1]3[CH2:3][CH2:2]3)=[N:15]/[O:16][CH3:17])=[CH:8][CH:9]=2)=[CH:28][CH:27]=1)[CH2:21][C:22]([OH:24])=[O:23])#[N:19], predict the reactants needed to synthesize it. The reactants are: [CH:1]1(/[C:4](=[N:15]\[O:16][CH3:17])/[CH2:5][O:6][C:7]2[CH:12]=[CH:11][C:10]([CH2:13][OH:14])=[CH:9][CH:8]=2)[CH2:3][CH2:2]1.[C:18]([CH:20]([C:26]1[CH:31]=[CH:30][C:29](O)=[CH:28][CH:27]=1)[CH2:21][C:22]([O:24]C)=[O:23])#[N:19]. (2) Given the product [Br:14][C:15]1[CH:16]=[C:17]([S:24]([N:11]2[CH2:12][CH2:13][CH:8]([N:5]3[CH2:6][CH2:7][CH:2]([CH3:1])[CH2:3][CH2:4]3)[CH2:9][CH2:10]2)(=[O:25])=[O:26])[C:18]2[O:22][CH2:21][CH2:20][C:19]=2[CH:23]=1, predict the reactants needed to synthesize it. The reactants are: [CH3:1][CH:2]1[CH2:7][CH2:6][N:5]([CH:8]2[CH2:13][CH2:12][NH:11][CH2:10][CH2:9]2)[CH2:4][CH2:3]1.[Br:14][C:15]1[CH:16]=[C:17]([S:24](Cl)(=[O:26])=[O:25])[C:18]2[O:22][CH2:21][CH2:20][C:19]=2[CH:23]=1. (3) Given the product [O:39]1[CH2:40][CH2:41][N:36]([NH:35][C:5]2[O:6][CH2:7][C:8](=[O:16])[C:9]=2[C:10]([O:12][CH:13]([CH3:14])[CH3:15])=[O:11])[CH2:37][CH2:38]1, predict the reactants needed to synthesize it. The reactants are: C(O[C:5]1[O:6][CH2:7][C:8](=[O:16])[C:9]=1[C:10]([O:12][CH:13]([CH3:15])[CH3:14])=[O:11])(C)C.C(OC(C)C)(=O)CC(OC(C)C)=O.ClCC(Cl)=O.[NH2:35][N:36]1[CH2:41][CH2:40][O:39][CH2:38][CH2:37]1. (4) Given the product [F:36][C:34]1[CH:33]=[CH:32][C:31]([S:37]([CH3:40])(=[O:39])=[O:38])=[C:30]([C:28]2[N:27]=[C:26]([N:41]3[CH2:46][CH2:45][O:44][CH2:43][C@@H:42]3[CH3:47])[N:25]=[C:24]([C:2]3[CH:3]=[CH:4][C:8]([NH2:13])=[CH:9][CH:10]=3)[CH:29]=2)[CH:35]=1, predict the reactants needed to synthesize it. The reactants are: F[C:2]1[CH:3]=[C:4]([C:8]2[N:13]=C(SC)N=[C:10](N3CCOC[C@@H]3C)[CH:9]=2)C=NC=1.Cl[C:24]1[CH:29]=[C:28]([C:30]2[CH:35]=[C:34]([F:36])[CH:33]=[CH:32][C:31]=2[S:37]([CH3:40])(=[O:39])=[O:38])[N:27]=[C:26]([N:41]2[CH2:46][CH2:45][O:44][CH2:43][C@@H:42]2[CH3:47])[N:25]=1.CC1(C)C(C)(C)OB(C2C=CC(N)=CC=2)O1. (5) Given the product [F:21][C:22]1[CH:23]=[C:24]([CH:28]=[C:29]([N:31]2[CH2:36][CH2:35][CH2:34][CH2:33][CH2:32]2)[CH:30]=1)[C:25]([NH:20][C:13]1[C:14]2[C:19](=[CH:18][CH:17]=[CH:16][CH:15]=2)[C:10]([O:9][CH2:8][CH2:7][N:1]2[CH2:6][CH2:5][O:4][CH2:3][CH2:2]2)=[CH:11][CH:12]=1)=[O:26], predict the reactants needed to synthesize it. The reactants are: [N:1]1([CH2:7][CH2:8][O:9][C:10]2[C:19]3[C:14](=[CH:15][CH:16]=[CH:17][CH:18]=3)[C:13]([NH2:20])=[CH:12][CH:11]=2)[CH2:6][CH2:5][O:4][CH2:3][CH2:2]1.[F:21][C:22]1[CH:23]=[C:24]([CH:28]=[C:29]([N:31]2[CH2:36][CH2:35][CH2:34][CH2:33][CH2:32]2)[CH:30]=1)[C:25](O)=[O:26]. (6) The reactants are: [N+:1]([C:4]1[CH:5]=[C:6]2[C:11](=[O:12])[O:10][C:8](=O)[C:7]2=[CH:13][CH:14]=1)([O-:3])=[O:2].[CH2:15]([C:18]1[CH:24]=[CH:23][C:21]([NH2:22])=[CH:20][CH:19]=1)[CH2:16][CH3:17]. Given the product [N+:1]([C:4]1[CH:5]=[C:6]2[C:7](=[CH:13][CH:14]=1)[C:8](=[O:10])[N:22]([C:21]1[CH:23]=[CH:24][C:18]([CH2:15][CH2:16][CH3:17])=[CH:19][CH:20]=1)[C:11]2=[O:12])([O-:3])=[O:2], predict the reactants needed to synthesize it.